Dataset: Reaction yield outcomes from USPTO patents with 853,638 reactions. Task: Predict the reaction yield, written as a fraction of the theoretical maximum amount of product (1.0 means a 100% yield; for example, 0.34 means a 34% yield). (1) The reactants are CO[C:3]([C:5]1[CH:9]=[C:8]([O:10][CH2:11][C:12]2[C:13]([C:18]3[CH:23]=[CH:22][CH:21]=[CH:20][N:19]=3)=[N:14][O:15][C:16]=2[CH3:17])[N:7]([CH3:24])[N:6]=1)=[O:4].CO[C:27]([C:29]1[NH:30]N=C(OC[C:33]2[C:29]([C:27]3C=CC=CC=3)=[N:30]OC=2C)[CH:33]=1)=O.C(N)(C)C. No catalyst specified. The product is [CH:29]([NH:30][C:3]([C:5]1[CH:9]=[C:8]([O:10][CH2:11][C:12]2[C:13]([C:18]3[CH:23]=[CH:22][CH:21]=[CH:20][N:19]=3)=[N:14][O:15][C:16]=2[CH3:17])[N:7]([CH3:24])[N:6]=1)=[O:4])([CH3:33])[CH3:27]. The yield is 0.870. (2) The reactants are O=[CH:2][C@@H:3]([C@H:5]([C@@H:7]([C@@H:9]([CH2:11][OH:12])[OH:10])[OH:8])[OH:6])[OH:4].[NH:13]([CH2:21][C:22]1[CH:27]=[CH:26][CH:25]=[CH:24][CH:23]=1)[CH2:14][C:15]1[CH:20]=[CH:19][CH:18]=[CH:17][CH:16]=1.CC(O)=O. The catalyst is CCO. The product is [CH2:21]([N:13]([CH2:14][C:15]1[CH:20]=[CH:19][CH:18]=[CH:17][CH:16]=1)[CH2:2][C:3]([C@H:5]([C@@H:7]([C@@H:9]([CH2:11][OH:12])[OH:10])[OH:8])[OH:6])=[O:4])[C:22]1[CH:27]=[CH:26][CH:25]=[CH:24][CH:23]=1. The yield is 0.790. (3) The reactants are [Br:1][C:2]1[C:13](=[O:14])[NH:12][C:5]2[N:6]=[C:7]([S:10][CH3:11])[N:8]=[CH:9][C:4]=2[CH:3]=1.O[CH2:16][CH:17]1[CH2:22][CH2:21][N:20]([C:23]([O:25][C:26]([CH3:29])([CH3:28])[CH3:27])=[O:24])[CH2:19][CH2:18]1.C1C=CC(P(C2C=CC=CC=2)C2C=CC=CC=2)=CC=1.CC(OC(/N=N/C(OC(C)C)=O)=O)C. The catalyst is CN(C=O)C. The product is [Br:1][C:2]1[C:13](=[O:14])[N:12]([CH2:16][CH:17]2[CH2:22][CH2:21][N:20]([C:23]([O:25][C:26]([CH3:27])([CH3:29])[CH3:28])=[O:24])[CH2:19][CH2:18]2)[C:5]2[N:6]=[C:7]([S:10][CH3:11])[N:8]=[CH:9][C:4]=2[CH:3]=1. The yield is 0.650.